Predict which catalyst facilitates the given reaction. From a dataset of Catalyst prediction with 721,799 reactions and 888 catalyst types from USPTO. (1) Reactant: [OH:1][C:2]1[C:9]([OH:10])=[CH:8][CH:7]=[CH:6][C:3]=1[CH:4]=O.[CH2:11]([O:13][CH:14]([O:17][CH2:18][CH3:19])[CH2:15][NH2:16])[CH3:12]. Product: [CH2:11]([O:13][CH:14]([O:17][CH2:18][CH3:19])[CH2:15]/[N:16]=[CH:4]/[C:3]1[CH:6]=[CH:7][CH:8]=[C:9]([OH:10])[C:2]=1[OH:1])[CH3:12]. The catalyst class is: 11. (2) Reactant: Cl.[C:2]1([CH3:10])[CH:7]=[CH:6][C:5]([NH:8]N)=[CH:4][CH:3]=1.O=[C:12]1[CH2:18][CH:17]2[N:19](C(OC(C)(C)C)=O)[CH:14]([CH2:15][CH2:16]2)[CH2:13]1.S(=O)(=O)(O)O. Product: [CH3:10][C:2]1[CH:7]=[C:6]2[C:5](=[CH:4][CH:3]=1)[NH:8][C:12]1[CH2:13][CH:14]3[NH:19][CH:17]([C:18]2=1)[CH2:16][CH2:15]3. The catalyst class is: 12. (3) Reactant: [F:1][C:2]1[CH:3]=[C:4]([CH:12]([CH2:19][CH3:20])[CH2:13][C:14]([O:16][CH2:17][CH3:18])=[O:15])[CH:5]=[C:6]([C@H:9]2[CH2:11][O:10]2)[C:7]=1[F:8].[CH3:21][C:22]([NH2:33])([CH3:32])[CH2:23][CH2:24][CH2:25][C:26]1[CH:31]=[CH:30][CH:29]=[CH:28][CH:27]=1. Product: [CH3:32][C:22]([NH:33][CH2:11][C@H:9]([C:6]1[CH:5]=[C:4]([CH:12]([CH2:19][CH3:20])[CH2:13][C:14]([O:16][CH2:17][CH3:18])=[O:15])[CH:3]=[C:2]([F:1])[C:7]=1[F:8])[OH:10])([CH3:21])[CH2:23][CH2:24][CH2:25][C:26]1[CH:31]=[CH:30][CH:29]=[CH:28][CH:27]=1. The catalyst class is: 8. (4) Reactant: C(OC([NH:8][C:9]1[S:13][N:12]=[C:11](/[C:14](=[N:45]/[O:46][C:47]([C:50]([O:52]C(C)(C)C)=[O:51])([CH3:49])[CH3:48])/[C:15]([NH:17][C@@H:18]2[C:43](=[O:44])[N:20]3[C:21]([C:27]([O:29]C(C4C=CC=CC=4)C4C=CC=CC=4)=[O:28])=[C:22]([CH2:25]Cl)[CH2:23][S:24][C@H:19]23)=[O:16])[N:10]=1)=O)(C)(C)C.[I-].[Na+].C(OC([NH:66][CH2:67][CH2:68][CH2:69][C:70]1[CH:71]=[N:72][N:73]([CH2:83][CH2:84][O:85]C(C2C=CC=CC=2)(C2C=CC=CC=2)C2C=CC=CC=2)[C:74]=1[NH:75]C(OC(C)(C)C)=O)=O)(C)(C)C.C(OCC)(=O)C. Product: [NH2:8][C:9]1[S:13][N:12]=[C:11](/[C:14](=[N:45]/[O:46][C:47]([C:50]([OH:52])=[O:51])([CH3:48])[CH3:49])/[C:15]([NH:17][C@@H:18]2[C:43](=[O:44])[N:20]3[C:21]([C:27]([O-:29])=[O:28])=[C:22]([CH2:25][N+:72]4[N:73]([CH2:83][CH2:84][OH:85])[C:74]([NH2:75])=[C:70]([CH2:69][CH2:68][CH2:67][NH2:66])[CH:71]=4)[CH2:23][S:24][C@H:19]23)=[O:16])[N:10]=1. The catalyst class is: 35. (5) Reactant: [Br:1][C:2]1[CH:3]=[CH:4][C:5]([CH2:8][NH:9][O:10][CH3:11])=[N:6][CH:7]=1.C[Si]([N-][Si](C)(C)C)(C)C.[Na+].[S:22](Cl)([CH3:25])(=[O:24])=[O:23]. Product: [Br:1][C:2]1[CH:3]=[CH:4][C:5]([CH2:8][N:9]([O:10][CH3:11])[S:22]([CH3:25])(=[O:24])=[O:23])=[N:6][CH:7]=1. The catalyst class is: 627. (6) Reactant: [Cl:1][C:2]1[CH:7]=[CH:6][C:5]([C:8]2[CH:13]=[CH:12][C:11]([C:14]([NH:16][C:17]3[CH:37]=[CH:36][C:20]([C:21]([CH:23]4[CH2:28][CH2:27][CH2:26][N:25]([C:29]([O:31][C:32]([CH3:35])([CH3:34])[CH3:33])=[O:30])[CH2:24]4)=[O:22])=[CH:19][CH:18]=3)=[O:15])=[CH:10][CH:9]=2)=[CH:4][CH:3]=1.[BH4-].[Na+].C(OCC)(=O)C. Product: [Cl:1][C:2]1[CH:3]=[CH:4][C:5]([C:8]2[CH:9]=[CH:10][C:11]([C:14]([NH:16][C:17]3[CH:37]=[CH:36][C:20]([CH:21]([OH:22])[CH:23]4[CH2:28][CH2:27][CH2:26][N:25]([C:29]([O:31][C:32]([CH3:34])([CH3:33])[CH3:35])=[O:30])[CH2:24]4)=[CH:19][CH:18]=3)=[O:15])=[CH:12][CH:13]=2)=[CH:6][CH:7]=1. The catalyst class is: 111. (7) Reactant: [C:1]([O:5][C:6](=[O:29])[C:7]([O:10]/[N:11]=[C:12](/[C:16]1[N:17]=[C:18]([NH:21][C:22]([O:24][C:25]([CH3:28])([CH3:27])[CH3:26])=[O:23])[S:19][CH:20]=1)\[C:13](O)=[O:14])([CH3:9])[CH3:8])([CH3:4])([CH3:3])[CH3:2].CCN(C(C)C)C(C)C.CN(C(ON1N=NC2C=CC=NC1=2)=[N+](C)C)C.F[P-](F)(F)(F)(F)F.[C:63]([O:67][C:68](=[O:83])[NH:69][CH2:70][C:71]1[N:75]([CH2:76][C@@H:77]2[C@H:80]([NH2:81])[C:79](=[O:82])[NH:78]2)[N:74]=[CH:73][N:72]=1)([CH3:66])([CH3:65])[CH3:64]. Product: [C:63]([O:67][C:68]([NH:69][CH2:70][C:71]1[N:75]([CH2:76][C@@H:77]2[C@H:80]([NH:81][C:13](=[O:14])/[C:12](=[N:11]\[O:10][C:7]([CH3:9])([CH3:8])[C:6]([O:5][C:1]([CH3:4])([CH3:3])[CH3:2])=[O:29])/[C:16]3[N:17]=[C:18]([NH:21][C:22]([O:24][C:25]([CH3:28])([CH3:27])[CH3:26])=[O:23])[S:19][CH:20]=3)[C:79](=[O:82])[NH:78]2)[N:74]=[CH:73][N:72]=1)=[O:83])([CH3:66])([CH3:64])[CH3:65]. The catalyst class is: 59. (8) Reactant: [Cl:1][CH2:2][C:3]([C:5]1[S:6][CH:7]=[CH:8][CH:9]=1)=[O:4].[CH3:10][O:11][C:12]1[N:17]=[CH:16][C:15]([CH:18]([NH:30][C:31]2[CH:32]=[C:33]([CH:39]=[CH:40][CH:41]=2)[C:34]([O:36][CH2:37][CH3:38])=[O:35])[C:19](=[O:29])[O:20][C@@H:21]2[CH:26]3[CH2:27][CH2:28][N:23]([CH2:24][CH2:25]3)[CH2:22]2)=[CH:14][CH:13]=1. Product: [Cl-:1].[CH2:37]([O:36][C:34]([C:33]1[CH:32]=[C:31]([NH:30][CH:18]([C:15]2[CH:16]=[N:17][C:12]([O:11][CH3:10])=[CH:13][CH:14]=2)[C:19]([O:20][C@@H:21]2[CH:26]3[CH2:27][CH2:28][N+:23]([CH2:2][C:3](=[O:4])[C:5]4[S:6][CH:7]=[CH:8][CH:9]=4)([CH2:24][CH2:25]3)[CH2:22]2)=[O:29])[CH:41]=[CH:40][CH:39]=1)=[O:35])[CH3:38]. The catalyst class is: 25. (9) Reactant: [SH:1][C:2]1[C:3](=[O:11])[N:4]([CH2:8][CH2:9][CH3:10])[CH:5]=[CH:6][N:7]=1.[Cl:12][C:13]1[CH:20]=[CH:19][C:16]([CH2:17]Br)=[CH:15][CH:14]=1.C(=O)([O-])[O-].[K+].[K+].O. Product: [Cl:12][C:13]1[CH:20]=[CH:19][C:16]([CH2:17][S:1][C:2]2[C:3](=[O:11])[N:4]([CH2:8][CH2:9][CH3:10])[CH:5]=[CH:6][N:7]=2)=[CH:15][CH:14]=1. The catalyst class is: 7. (10) Reactant: [CH3:1][C:2]1[CH:7]=[C:6]([O:8][CH2:9][CH2:10][CH2:11][S:12]([CH3:15])(=[O:14])=[O:13])[CH:5]=[C:4]([CH3:16])[C:3]=1[C:17]1[CH:22]=[CH:21][CH:20]=[C:19]([CH2:23][O:24][C:25]2[CH:37]=[CH:36][C:28]3[C:29]([CH2:32][C:33]([OH:35])=[O:34])=[CH:30][O:31][C:27]=3[CH:26]=2)[CH:18]=1.C(O)C. The catalyst class is: 66. Product: [CH3:16][C:4]1[CH:5]=[C:6]([O:8][CH2:9][CH2:10][CH2:11][S:12]([CH3:15])(=[O:14])=[O:13])[CH:7]=[C:2]([CH3:1])[C:3]=1[C:17]1[CH:22]=[CH:21][CH:20]=[C:19]([CH2:23][O:24][C:25]2[CH:37]=[CH:36][C:28]3[C@H:29]([CH2:32][C:33]([OH:35])=[O:34])[CH2:30][O:31][C:27]=3[CH:26]=2)[CH:18]=1.